Dataset: Catalyst prediction with 721,799 reactions and 888 catalyst types from USPTO. Task: Predict which catalyst facilitates the given reaction. (1) Reactant: C([N-]C(C)C)(C)C.[Li+].[CH3:9][C:10]1[CH:11]=[C:12]([NH:21][C:22]2[N:27]=[C:26]([C:28]([F:31])([F:30])[F:29])[CH:25]=[CH:24][N:23]=2)[CH:13]=[C:14]([C:16]2[S:20][CH:19]=[N:18][CH:17]=2)[CH:15]=1.CN(C)[CH:34]=[O:35]. Product: [CH3:9][C:10]1[CH:15]=[C:14]([C:16]2[S:20][C:19]([CH:34]=[O:35])=[N:18][CH:17]=2)[CH:13]=[C:12]([NH:21][C:22]2[N:27]=[C:26]([C:28]([F:29])([F:31])[F:30])[CH:25]=[CH:24][N:23]=2)[CH:11]=1. The catalyst class is: 7. (2) Reactant: [Cl-].O[NH3+:3].[C:4](=[O:7])([O-])[OH:5].[Na+].CS(C)=O.[CH2:13]([C:17]1[N:18]=[C:19]([CH3:50])[N:20]([CH2:39][C:40]2[N:44]=[C:43]([C:45]3[CH:49]=[CH:48][S:47][CH:46]=3)[O:42][N:41]=2)[C:21](=[O:38])[C:22]=1[CH2:23][C:24]1[CH:29]=[CH:28][C:27]([C:30]2[C:31]([C:36]#[N:37])=[CH:32][CH:33]=[CH:34][CH:35]=2)=[CH:26][CH:25]=1)[CH2:14][CH2:15][CH3:16]. Product: [CH2:13]([C:17]1[N:18]=[C:19]([CH3:50])[N:20]([CH2:39][C:40]2[N:44]=[C:43]([C:45]3[CH:49]=[CH:48][S:47][CH:46]=3)[O:42][N:41]=2)[C:21](=[O:38])[C:22]=1[CH2:23][C:24]1[CH:29]=[CH:28][C:27]([C:30]2[CH:35]=[CH:34][CH:33]=[CH:32][C:31]=2[C:36]2[NH:3][C:4](=[O:7])[O:5][N:37]=2)=[CH:26][CH:25]=1)[CH2:14][CH2:15][CH3:16]. The catalyst class is: 13. (3) Reactant: [O:1]1[C:5]2[CH:6]=[CH:7][C:8]([CH2:10][C:11]([OH:13])=O)=[CH:9][C:4]=2[O:3][CH2:2]1.C1N=CN(C(N2C=NC=C2)=O)C=1.Cl.[CH3:27][NH:28][O:29][CH3:30]. Product: [O:1]1[C:5]2[CH:6]=[CH:7][C:8]([CH2:10][C:11]([N:28]([O:29][CH3:30])[CH3:27])=[O:13])=[CH:9][C:4]=2[O:3][CH2:2]1. The catalyst class is: 2.